Dataset: Reaction yield outcomes from USPTO patents with 853,638 reactions. Task: Predict the reaction yield, written as a fraction of the theoretical maximum amount of product (1.0 means a 100% yield; for example, 0.34 means a 34% yield). The reactants are [CH3:1][O:2][C:3]1[CH:4]=[C:5]([CH:8]=[CH:9][C:10]=1[O:11]C1CCCCO1)[CH:6]=O.[CH3:18][O:19][C:20]1[CH:21]=[C:22]([C:26](=[O:28])[CH3:27])[CH:23]=[CH:24][CH:25]=1.[OH-].[Na+].C(Cl)(=O)C.Cl. The catalyst is C(Cl)Cl.CO. The product is [CH3:1][O:2][C:3]1[CH:4]=[C:5]([CH:6]=[CH:27][C:26]([C:22]2[CH:23]=[CH:24][CH:25]=[C:20]([O:19][CH3:18])[CH:21]=2)=[O:28])[CH:8]=[CH:9][C:10]=1[OH:11]. The yield is 0.200.